Dataset: Forward reaction prediction with 1.9M reactions from USPTO patents (1976-2016). Task: Predict the product of the given reaction. (1) Given the reactants [I:1][C:2]1[CH:7]=[CH:6][N:5]=[C:4](F)[CH:3]=1.[NH2:9][CH2:10][CH2:11][CH2:12][N:13]1[CH2:18][CH2:17][O:16][CH2:15][CH2:14]1, predict the reaction product. The product is: [I:1][C:2]1[CH:7]=[CH:6][N:5]=[C:4]([NH:9][CH2:10][CH2:11][CH2:12][N:13]2[CH2:18][CH2:17][O:16][CH2:15][CH2:14]2)[CH:3]=1. (2) The product is: [C:24]([O:23][C:19]([C:20]1[CH:21]=[C:12]([C:10]([O:9][CH2:2][C:3]2[CH:4]=[CH:5][CH:6]=[CH:7][CH:8]=2)=[O:11])[N:13]2[C:18]=1[CH:17]=[CH:16][CH:15]=[CH:14]2)=[O:22])([CH3:27])([CH3:26])[CH3:25]. Given the reactants [Br-].[CH2:2]([O:9][C:10]([CH2:12][N+:13]1[CH:18]=[CH:17][CH:16]=[CH:15][CH:14]=1)=[O:11])[C:3]1[CH:8]=[CH:7][CH:6]=[CH:5][CH:4]=1.[C:19]([O:23][C:24]([CH3:27])([CH3:26])[CH3:25])(=[O:22])[C:20]#[CH:21].C(N(CC)CC)C.O, predict the reaction product. (3) Given the reactants [CH3:1][C:2]1[CH:3]=[CH:4][C:5]([CH2:8][O:9][C:10]2[CH:15]=[C:14]([NH:16][CH2:17][C:18]3[CH:23]=[CH:22][C:21]([C:24]4[CH:29]=[CH:28][C:27]([C:30]([F:33])([F:32])[F:31])=[CH:26][CH:25]=4)=[CH:20][CH:19]=3)[C:13]([NH2:34])=[CH:12][CH:11]=2)=[N:6][CH:7]=1.[C:35]1(=[O:45])[C@H:43]2[C@@H:38]([CH2:39][CH2:40][CH2:41][CH2:42]2)[C:37](=O)[O:36]1, predict the reaction product. The product is: [CH3:1][C:2]1[CH:3]=[CH:4][C:5]([CH2:8][O:9][C:10]2[CH:11]=[CH:12][C:13]3[N:34]=[C:37]([C@@H:38]4[CH2:39][CH2:40][CH2:41][CH2:42][C@H:43]4[C:35]([OH:45])=[O:36])[N:16]([CH2:17][C:18]4[CH:23]=[CH:22][C:21]([C:24]5[CH:29]=[CH:28][C:27]([C:30]([F:33])([F:31])[F:32])=[CH:26][CH:25]=5)=[CH:20][CH:19]=4)[C:14]=3[CH:15]=2)=[N:6][CH:7]=1. (4) The product is: [Br:1][C:2]1[CH:7]=[C:6]([OH:8])[CH:5]=[C:4]([O:9][CH2:11][CH3:12])[CH:3]=1. Given the reactants [Br:1][C:2]1[CH:3]=[C:4]([OH:9])[CH:5]=[C:6]([OH:8])[CH:7]=1.I[CH2:11][CH3:12].[H-].[Li+], predict the reaction product. (5) Given the reactants COC1C=CC(C[N:8]2[CH2:17][CH2:16][C:15]3[C:10](=[CH:11][N:12]=[CH:13][CH:14]=3)[C:9]2=[O:18])=CC=1.O.C1(C)C=CC(S(O)(=O)=O)=CC=1.C(=O)([O-])[O-].[Na+].[Na+], predict the reaction product. The product is: [C:9]1(=[O:18])[C:10]2[C:15](=[CH:14][CH:13]=[N:12][CH:11]=2)[CH2:16][CH2:17][NH:8]1. (6) Given the reactants Br[CH2:2][CH2:3][C:4]1[CH:5]=[C:6]([Br:10])[CH:7]=[CH:8][CH:9]=1.[C:11]([O:15][C:16]([N:18]1[CH2:23][CH2:22][NH:21][CH2:20][CH2:19]1)=[O:17])([CH3:14])([CH3:13])[CH3:12].C(=O)([O-])[O-].[K+].[K+].C(#N)C, predict the reaction product. The product is: [C:11]([O:15][C:16]([N:18]1[CH2:23][CH2:22][N:21]([CH2:2][CH2:3][C:4]2[CH:5]=[C:6]([Br:10])[CH:7]=[CH:8][CH:9]=2)[CH2:20][CH2:19]1)=[O:17])([CH3:14])([CH3:12])[CH3:13]. (7) Given the reactants [CH2:1]([O:3][C:4]1[CH:5]=[C:6]([C:12]2[CH2:17][CH2:16][CH2:15][NH:14][N:13]=2)[CH:7]=[CH:8][C:9]=1[O:10][CH3:11])[CH3:2].[CH3:18][C:19]1[N:20]=[C:21]([C:27]2[S:28][CH:29]=[CH:30][CH:31]=2)[S:22][C:23]=1[C:24](Cl)=[O:25], predict the reaction product. The product is: [CH2:1]([O:3][C:4]1[CH:5]=[C:6]([C:12]2[CH2:17][CH2:16][CH2:15][N:14]([C:24]([C:23]3[S:22][C:21]([C:27]4[S:28][CH:29]=[CH:30][CH:31]=4)=[N:20][C:19]=3[CH3:18])=[O:25])[N:13]=2)[CH:7]=[CH:8][C:9]=1[O:10][CH3:11])[CH3:2].